From a dataset of Catalyst prediction with 721,799 reactions and 888 catalyst types from USPTO. Predict which catalyst facilitates the given reaction. Reactant: [C:1]([O:5][C:6](=[O:38])[N:7]([C@H:9]([C:11](=[O:37])[NH:12][C@H:13]1[C@H:19]([CH3:20])[N:18]([C:21](=[O:31])[C:22]2[CH:27]=[CH:26][C:25]([C:28](=[O:30])[CH3:29])=[CH:24][CH:23]=2)[C:17]2[CH:32]=[CH:33][CH:34]=[CH:35][C:16]=2[NH:15][C:14]1=[O:36])[CH3:10])[CH3:8])([CH3:4])([CH3:3])[CH3:2].C(=O)([O-])[O-].[Cs+].[Cs+].[Br:45][C:46]1[CH:55]=[CH:54][CH:53]=[C:52]2[C:47]=1[CH:48]=[CH:49][C:50]([O:58][CH3:59])=[C:51]2[CH2:56]Cl.[I-].[Na+]. Product: [C:1]([O:5][C:6](=[O:38])[N:7]([C@H:9]([C:11](=[O:37])[NH:12][C@H:13]1[C@H:19]([CH3:20])[N:18]([C:21](=[O:31])[C:22]2[CH:23]=[CH:24][C:25]([C:28](=[O:30])[CH3:29])=[CH:26][CH:27]=2)[C:17]2[CH:32]=[CH:33][CH:34]=[CH:35][C:16]=2[N:15]([CH2:56][C:51]2[C:52]3[C:47](=[C:46]([Br:45])[CH:55]=[CH:54][CH:53]=3)[CH:48]=[CH:49][C:50]=2[O:58][CH3:59])[C:14]1=[O:36])[CH3:10])[CH3:8])([CH3:3])([CH3:4])[CH3:2]. The catalyst class is: 35.